This data is from Full USPTO retrosynthesis dataset with 1.9M reactions from patents (1976-2016). The task is: Predict the reactants needed to synthesize the given product. (1) Given the product [C:1]([O:5][C:6]([N:8]1[CH2:13][CH2:12][N:11]([C:14]2[C:15]3[CH:25]=[C:24]([CH2:26][CH3:27])[S:23][C:16]=3[N:17]=[C:18]([C:20](=[O:21])[NH2:30])[N:19]=2)[CH2:10][CH2:9]1)=[O:7])([CH3:2])([CH3:4])[CH3:3], predict the reactants needed to synthesize it. The reactants are: [C:1]([O:5][C:6]([N:8]1[CH2:13][CH2:12][N:11]([C:14]2[C:15]3[CH:25]=[C:24]([CH2:26][CH3:27])[S:23][C:16]=3[N:17]=[C:18]([C:20](O)=[O:21])[N:19]=2)[CH2:10][CH2:9]1)=[O:7])([CH3:4])([CH3:3])[CH3:2].C(N1C=CN=C1)([N:30]1C=CN=C1)=O.N. (2) Given the product [NH2:11][C@H:12]1[CH2:17][CH2:16][N:15]([C:18]2[CH:19]=[C:20]([CH:28]=[CH:29][CH:30]=2)[C:21]([O:23][C:24]([CH3:26])([CH3:27])[CH3:25])=[O:22])[CH2:14][C@H:13]1[O:31][CH3:32], predict the reactants needed to synthesize it. The reactants are: C(OC([NH:11][C@H:12]1[CH2:17][CH2:16][N:15]([C:18]2[CH:19]=[C:20]([CH:28]=[CH:29][CH:30]=2)[C:21]([O:23][C:24]([CH3:27])([CH3:26])[CH3:25])=[O:22])[CH2:14][C@H:13]1[O:31][CH3:32])=O)C1C=CC=CC=1. (3) Given the product [CH2:13]([O:10][C:9]1[C:8]([O:11][CH3:12])=[CH:7][C:4]([CH:5]=[O:6])=[CH:3][C:2]=1[F:1])[C:14]1[CH:19]=[CH:18][CH:17]=[CH:16][CH:15]=1, predict the reactants needed to synthesize it. The reactants are: [F:1][C:2]1[CH:3]=[C:4]([CH:7]=[C:8]([O:11][CH3:12])[C:9]=1[OH:10])[CH:5]=[O:6].[CH2:13](Br)[C:14]1[CH:19]=[CH:18][CH:17]=[CH:16][CH:15]=1.C(=O)([O-])[O-].[K+].[K+].C(#N)C. (4) The reactants are: [CH2:1]([O:3][C:4]([C:6]1[C:10]2=[N:11][CH:12]=[CH:13][CH:14]=[C:9]2[N:8](O)[C:7]=1[NH2:16])=[O:5])[CH3:2].[OH-].[K+]. Given the product [CH2:1]([O:3][C:4]([C:6]1[C:10]2=[N:11][CH:12]=[CH:13][CH:14]=[C:9]2[NH:8][C:7]=1[NH2:16])=[O:5])[CH3:2], predict the reactants needed to synthesize it. (5) Given the product [I:1][C:2]1[CH:7]=[CH:6][C:5]([CH:19]=[O:20])=[C:4]([OH:8])[CH:3]=1, predict the reactants needed to synthesize it. The reactants are: [I:1][C:2]1[CH:3]=[C:4]([OH:8])[CH:5]=[CH:6][CH:7]=1.[Cl-].[Mg+2].[Cl-].C(N(CC)CC)C.[CH2:19]=[O:20].[Cl-].[NH4+].